From a dataset of Full USPTO retrosynthesis dataset with 1.9M reactions from patents (1976-2016). Predict the reactants needed to synthesize the given product. (1) Given the product [Cl:16][C:15]1[C:10]2[N:9]=[N:1][N:21]([C@@H:22]3[CH2:26][C@H:25]([OH:27])[CH:24]=[CH:23]3)[C:11]=2[N:12]=[C:13]([S:17][CH2:18][CH2:19][CH3:20])[N:14]=1, predict the reactants needed to synthesize it. The reactants are: [N:1](OCCC(C)C)=O.[NH2:9][C:10]1[C:11]([NH:21][C@@H:22]2[CH2:26][C@H:25]([OH:27])[CH:24]=[CH:23]2)=[N:12][C:13]([S:17][CH2:18][CH2:19][CH3:20])=[N:14][C:15]=1[Cl:16]. (2) Given the product [OH:5][C@H:6]1[CH2:11][CH2:10][C@H:9]([NH:12][C:13]2[CH:20]=[C:19]([N:21]3[C:29]4[C:24](=[C:25]([C:30]5[CH:31]=[N:32][C:33]6[C:38]([CH:39]=5)=[CH:37][CH:36]=[CH:35][CH:34]=6)[CH:26]=[CH:27][CH:28]=4)[C:23]([C:40]([F:43])([F:42])[F:41])=[N:22]3)[CH:18]=[CH:17][C:14]=2[C:15]([NH2:16])=[O:1])[CH2:8][CH2:7]1, predict the reactants needed to synthesize it. The reactants are: [OH-:1].[Na+].OO.[OH:5][C@H:6]1[CH2:11][CH2:10][C@H:9]([NH:12][C:13]2[CH:20]=[C:19]([N:21]3[C:29]4[C:24](=[C:25]([C:30]5[CH:31]=[N:32][C:33]6[C:38]([CH:39]=5)=[CH:37][CH:36]=[CH:35][CH:34]=6)[CH:26]=[CH:27][CH:28]=4)[C:23]([C:40]([F:43])([F:42])[F:41])=[N:22]3)[CH:18]=[CH:17][C:14]=2[C:15]#[N:16])[CH2:8][CH2:7]1.O. (3) Given the product [CH3:6][C@:2]1([C:7]2[CH:12]=[CH:11][CH:10]=[CH:9][CH:8]=2)[C:3](=[O:5])[NH:24][C:23]2[CH:22]=[C:17]([C:18]([O:20][CH3:21])=[O:19])[C:16]([C:27]([F:30])([F:28])[F:29])=[CH:15][C:14]=2[O:1]1, predict the reactants needed to synthesize it. The reactants are: [OH:1][C@:2]([C:7]1[CH:12]=[CH:11][CH:10]=[CH:9][CH:8]=1)([CH3:6])[C:3]([OH:5])=O.F[C:14]1[C:23]([N+:24]([O-])=O)=[CH:22][C:17]([C:18]([O:20][CH3:21])=[O:19])=[C:16]([C:27]([F:30])([F:29])[F:28])[CH:15]=1.